Dataset: Forward reaction prediction with 1.9M reactions from USPTO patents (1976-2016). Task: Predict the product of the given reaction. Given the reactants N[N:2]1[CH:7]=[C:6]([O:8][CH3:9])[CH:5]=[C:4](Cl)[NH:3]1.C([N:13](CC)CC)C.[H][H], predict the reaction product. The product is: [NH2:13][C:7]1[N:2]=[N:3][CH:4]=[CH:5][C:6]=1[O:8][CH3:9].